This data is from Catalyst prediction with 721,799 reactions and 888 catalyst types from USPTO. The task is: Predict which catalyst facilitates the given reaction. (1) Reactant: Cl[C:2]1[CH:7]=[CH:6][N+:5]([O-:8])=[CH:4][C:3]=1[CH3:9].[OH-].[Na+].[F:12][C:13]([F:23])([F:22])[CH2:14][O:15][CH2:16][CH2:17][O:18][CH2:19][CH2:20][OH:21].Cl. Product: [F:12][C:13]([F:22])([F:23])[CH2:14][O:15][CH2:16][CH2:17][O:18][CH2:19][CH2:20][O:21][C:2]1[CH:7]=[CH:6][N+:5]([O-:8])=[CH:4][C:3]=1[CH3:9]. The catalyst class is: 226. (2) Reactant: [C:1]([C:5]1[NH:6][C:7]2[CH:13]=[C:12]([NH2:14])[CH:11]=[CH:10][C:8]=2[N:9]=1)([CH3:4])([CH3:3])[CH3:2].[Br:15]Br. Product: [C:1]([C:5]1[NH:6][C:7]2[C:13]([Br:15])=[C:12]([NH2:14])[CH:11]=[CH:10][C:8]=2[N:9]=1)([CH3:4])([CH3:2])[CH3:3]. The catalyst class is: 52. (3) Reactant: [ClH:1].[CH3:2][C:3]1[C:7]([C:8]2[CH:17]=[CH:16][CH:15]=[C:14]3[C:9]=2[CH2:10][CH2:11][C@H:12]([N:18]([CH3:20])[CH3:19])[CH2:13]3)=[C:6]([CH3:21])[NH:5][N:4]=1. Product: [ClH:1].[ClH:1].[CH3:21][C:6]1[C:7]([C:8]2[CH:17]=[CH:16][CH:15]=[C:14]3[C:9]=2[CH2:10][CH2:11][C@H:12]([N:18]([CH3:19])[CH3:20])[CH2:13]3)=[C:3]([CH3:2])[NH:4][N:5]=1. The catalyst class is: 28. (4) Reactant: [Cl:1][C:2](=[CH2:12])[CH2:3][C:4]1([C:9]([OH:11])=O)[CH2:8][CH2:7][CH2:6][CH2:5]1.CCN=C=NCCCN(C)C.Cl.C1C=NC2N(O)N=NC=2C=1.C(N(CC)CC)C.OC(C(F)(F)F)=O.[NH2:49][C@@H:50]([CH2:55][C:56]1[CH:61]=[CH:60][C:59]([C:62]2[CH:67]=[CH:66][CH:65]=[CH:64][CH:63]=2)=[CH:58][CH:57]=1)[C:51]([NH:53][CH3:54])=[O:52]. Product: [C:59]1([C:62]2[CH:63]=[CH:64][CH:65]=[CH:66][CH:67]=2)[CH:60]=[CH:61][C:56]([CH2:55][C@H:50]([NH:49][C:9]([C:4]2([CH2:3][C:2]([Cl:1])=[CH2:12])[CH2:5][CH2:6][CH2:7][CH2:8]2)=[O:11])[C:51]([NH:53][CH3:54])=[O:52])=[CH:57][CH:58]=1. The catalyst class is: 3.